Dataset: Forward reaction prediction with 1.9M reactions from USPTO patents (1976-2016). Task: Predict the product of the given reaction. (1) Given the reactants [N+](C1C=C[C:7]([O:10][P:11]([C:26]2[CH:31]=[CH:30][CH:29]=[CH:28][CH:27]=2)(=[O:25])[O:12][C:13]2[CH:14]=[C:15]3[C:19](=[CH:20][CH:21]=2)[N:18](C(=O)C)[N:17]=[CH:16]3)=CC=1)([O-])=O.ClCCl.N12CCCN=C1CCCCC2, predict the reaction product. The product is: [CH3:7][O:10][P:11]([C:26]1[CH:27]=[CH:28][CH:29]=[CH:30][CH:31]=1)(=[O:25])[O:12][C:13]1[CH:14]=[C:15]2[C:19](=[CH:20][CH:21]=1)[NH:18][N:17]=[CH:16]2. (2) Given the reactants [H-].[Na+].[C:3]([O:19][CH2:20][CH3:21])(=[O:18])[CH2:4][C:5]([CH2:12][C:13]([O:15][CH2:16][CH3:17])=[O:14])([C:7]([O:9][CH2:10][CH3:11])=[O:8])[OH:6].[Cl-], predict the reaction product. The product is: [C:7]([OH:9])(=[O:8])[CH2:5][CH2:4][CH3:3].[C:13]([O:15][CH2:16][CH3:17])(=[O:14])[CH2:12][C:5]([CH2:4][C:3]([O:19][CH2:20][CH3:21])=[O:18])([C:7]([O:9][CH2:10][CH3:11])=[O:8])[OH:6]. (3) Given the reactants [CH2:1]([O:3][C:4]([C:6]1([C:9]2[CH:14]=[CH:13][C:12]([C:15]3[CH:20]=[CH:19][C:18]([C:21]4[O:25][N:24]=[C:23]([CH3:26])[C:22]=4[NH2:27])=[CH:17][CH:16]=3)=[CH:11][CH:10]=2)[CH2:8][CH2:7]1)=[O:5])[CH3:2].Br[C:29]1[N:34]=[C:33]([N:35]2[CH2:40][CH2:39][O:38][CH2:37][CH2:36]2)[CH:32]=[CH:31][CH:30]=1, predict the reaction product. The product is: [CH2:1]([O:3][C:4]([C:6]1([C:9]2[CH:10]=[CH:11][C:12]([C:15]3[CH:20]=[CH:19][C:18]([C:21]4[O:25][N:24]=[C:23]([CH3:26])[C:22]=4[NH:27][C:29]4[CH:30]=[CH:31][CH:32]=[C:33]([N:35]5[CH2:36][CH2:37][O:38][CH2:39][CH2:40]5)[N:34]=4)=[CH:17][CH:16]=3)=[CH:13][CH:14]=2)[CH2:8][CH2:7]1)=[O:5])[CH3:2]. (4) Given the reactants C([O:3][C:4](=[O:45])[CH2:5][CH2:6][CH2:7][O:8][C:9]1[CH:14]=[CH:13][CH:12]=[C:11]([CH2:15][CH2:16][CH2:17][CH2:18][CH2:19][CH2:20][O:21][C:22]2[CH:23]=[C:24]([C:31]3[CH:36]=[CH:35][C:34]([F:37])=[CH:33][CH:32]=3)[CH:25]=[C:26]([O:28][CH2:29][CH3:30])[CH:27]=2)[C:10]=1[CH2:38][CH2:39][C:40]([O:42]CC)=[O:41])C.[OH-].[Na+], predict the reaction product. The product is: [C:40]([CH2:39][CH2:38][C:10]1[C:11]([CH2:15][CH2:16][CH2:17][CH2:18][CH2:19][CH2:20][O:21][C:22]2[CH:23]=[C:24]([C:31]3[CH:32]=[CH:33][C:34]([F:37])=[CH:35][CH:36]=3)[CH:25]=[C:26]([O:28][CH2:29][CH3:30])[CH:27]=2)=[CH:12][CH:13]=[CH:14][C:9]=1[O:8][CH2:7][CH2:6][CH2:5][C:4]([OH:45])=[O:3])([OH:42])=[O:41].